This data is from Reaction yield outcomes from USPTO patents with 853,638 reactions. The task is: Predict the reaction yield, written as a fraction of the theoretical maximum amount of product (1.0 means a 100% yield; for example, 0.34 means a 34% yield). (1) The reactants are [CH3:1][N:2]1[CH2:19][C:17]2=[C:18]3[C:13](=[C:14]([O:20][CH3:21])[CH:15]=[CH:16]2)[O:12][C@@H:11]2[C@:5]3([CH:6]=[CH:7][C:8]([CH2:10]2)=[O:9])[CH2:4][CH2:3]1.[B:22]([F:25])([F:24])[F:23].C1COCC1.CCC(C)[BH-](C(C)CC)C(C)CC.[Li+]. The catalyst is C1COCC1. The product is [CH3:1][N:2]1[CH2:19][C:17]2=[C:18]3[C:13](=[C:14]([O:20][CH3:21])[CH:15]=[CH:16]2)[O:12][C@@H:11]2[C@:5]3([CH:6]=[CH:7][C@H:8]([OH:9])[CH2:10]2)[CH2:4][CH2:3]1.[B:22]([F:25])([F:24])[F:23]. The yield is 0.650. (2) The reactants are [NH2:1][C:2]1[CH:7]=[C:6]([CH:8]=[CH2:9])[N:5]=[C:4]([C:10]([O:12][CH3:13])=[O:11])[C:3]=1[O:14][CH3:15].[C:16](O[C:16]([O:18][C:19]([CH3:22])([CH3:21])[CH3:20])=[O:17])([O:18][C:19]([CH3:22])([CH3:21])[CH3:20])=[O:17]. The catalyst is ClCCCl.CN(C)C1C=CN=CC=1. The product is [C:19]([O:18][C:16]([N:1]([C:16]([O:18][C:19]([CH3:22])([CH3:21])[CH3:20])=[O:17])[C:2]1[CH:7]=[C:6]([CH:8]=[CH2:9])[N:5]=[C:4]([C:10]([O:12][CH3:13])=[O:11])[C:3]=1[O:14][CH3:15])=[O:17])([CH3:22])([CH3:21])[CH3:20]. The yield is 0.740. (3) The yield is 0.770. The product is [I:22][CH2:3][CH2:2][CH2:1][C:4]([C:5]1[CH:10]=[CH:9][C:8]([C:11]([CH3:16])([CH3:15])[C:12]([OH:14])=[O:13])=[CH:7][CH:6]=1)=[O:17]. The catalyst is C(Cl)Cl. The reactants are [CH:1]1([C:4](=[O:17])[C:5]2[CH:10]=[CH:9][C:8]([C:11]([CH3:16])([CH3:15])[C:12]([OH:14])=[O:13])=[CH:7][CH:6]=2)[CH2:3][CH2:2]1.C[Si]([I:22])(C)C.S(=O)(O)[O-].[Na+].